From a dataset of Full USPTO retrosynthesis dataset with 1.9M reactions from patents (1976-2016). Predict the reactants needed to synthesize the given product. (1) Given the product [N+:30]([C:27]1[CH:28]=[CH:29][C:24]([O:1][CH2:2][CH2:3][C:4]2[N:5]=[C:6]([NH:9][C:10](=[O:16])[O:11][C:12]([CH3:13])([CH3:15])[CH3:14])[S:7][CH:8]=2)=[CH:25][CH:26]=1)([O-:32])=[O:31], predict the reactants needed to synthesize it. The reactants are: [OH:1][CH2:2][CH2:3][C:4]1[N:5]=[C:6]([NH:9][C:10](=[O:16])[O:11][C:12]([CH3:15])([CH3:14])[CH3:13])[S:7][CH:8]=1.CC(C)([O-])C.[K+].F[C:24]1[CH:29]=[CH:28][C:27]([N+:30]([O-:32])=[O:31])=[CH:26][CH:25]=1.O. (2) Given the product [Cl:1][C:2]1[C:7]([Cl:8])=[CH:6][CH:5]=[CH:4][C:3]=1[S:9]([NH:12][C:22]1[N:23]=[CH:24][C:25]([NH:35][C:31](=[O:34])[CH2:32][OH:33])=[N:26][C:27]=1[O:28][CH3:29])(=[O:10])=[O:11], predict the reactants needed to synthesize it. The reactants are: [Cl:1][C:2]1[C:7]([Cl:8])=[CH:6][CH:5]=[CH:4][C:3]=1[S:9]([N:12]([C:22]1[C:27]([O:28][CH3:29])=[N:26][C:25](Cl)=[CH:24][N:23]=1)COCCO[Si](C)(C)C)(=[O:11])=[O:10].[C:31]([NH2:35])(=[O:34])[CH2:32][OH:33].[H-].[Na+]. (3) Given the product [Cl:1][C:2]1[CH:10]=[CH:9][C:8]([C:11]2[C:12]([C@@H:26]([NH:36][C:37](=[O:53])[CH2:38][N:39]3[C:43]4[C:44]([F:49])([F:48])[C@@H:45]5[CH2:47][C@@H:46]5[C:42]=4[C:41]([C:50]([F:69])([F:52])[F:51])=[N:40]3)[CH2:27][C:28]3[CH:29]=[C:30]([F:35])[CH:31]=[C:32]([F:34])[CH:33]=3)=[N:13][C:14]([C:17]#[C:18][C:19]3([OH:25])[CH2:20][C:21]([F:24])([F:23])[CH2:22]3)=[CH:15][CH:16]=2)=[C:7]2[C:3]=1[C:4]([NH:55][S:56]([CH3:59])(=[O:57])=[O:58])=[N:5][N:6]2[CH3:54], predict the reactants needed to synthesize it. The reactants are: [Cl:1][C:2]1[CH:10]=[CH:9][C:8]([C:11]2[C:12]([C@@H:26]([NH:36][C:37](=[O:53])[CH2:38][N:39]3[C:43]4[C:44]([F:49])([F:48])[C@@H:45]5[CH2:47][C@@H:46]5[C:42]=4[C:41]([CH:50]([F:52])[F:51])=[N:40]3)[CH2:27][C:28]3[CH:33]=[C:32]([F:34])[CH:31]=[C:30]([F:35])[CH:29]=3)=[N:13][C:14]([C:17]#[C:18][C:19]3([OH:25])[CH2:22][C:21]([F:24])([F:23])[CH2:20]3)=[CH:15][CH:16]=2)=[C:7]2[C:3]=1[C:4]([NH:55][S:56]([CH3:59])(=[O:58])=[O:57])=[N:5][N:6]2[CH3:54].N[C@H](C1C(C2C=CC(Cl)=C3C=2N(C)N=C3NS(C)(=O)=O)=CC=C(C#CC2(O)CC(F)(F)C2)N=1)CC1C=C([F:69])C=C(F)C=1.FC1(F)C2N(CC(O)=O)N=C(C(F)(F)F)C=2[C@H]2C[C@@H]12. (4) The reactants are: Cl[C:2]1[CH:3]=[CH:4][N:5]2[C:10]([C:11]=1[CH3:12])=[C:9]([CH:13]1[CH2:15][CH2:14]1)[CH:8]=[C:7]([C:16]([O:18][CH3:19])=[O:17])[C:6]2=[O:20].[NH2:21][C:22]1[CH:23]=[C:24](B(O)O)[CH:25]=[C:26]([F:28])[CH:27]=1. Given the product [NH2:21][C:22]1[CH:23]=[C:24]([C:2]2[CH:3]=[CH:4][N:5]3[C:10]([C:11]=2[CH3:12])=[C:9]([CH:13]2[CH2:15][CH2:14]2)[CH:8]=[C:7]([C:16]([O:18][CH3:19])=[O:17])[C:6]3=[O:20])[CH:25]=[C:26]([F:28])[CH:27]=1, predict the reactants needed to synthesize it. (5) Given the product [C:8]([C:10]1[CH:15]=[CH:14][C:13]([CH2:16][N:17]2[CH2:21][CH2:20][S:39][CH2:19][CH2:18]2)=[CH:12][CH:11]=1)#[CH:7], predict the reactants needed to synthesize it. The reactants are: FC1C=C(C(N)=O)C2O[C:8]([C:10]3[CH:15]=[CH:14][C:13]([CH2:16][N:17]4[CH2:21][CH2:20][CH2:19][CH2:18]4)=[CH:12][CH:11]=3)=[CH:7]C=2C=1.C(C1C=CC(C=O)=CC=1)#C.N1CC[S:39]CC1.